From a dataset of TCR-epitope binding with 47,182 pairs between 192 epitopes and 23,139 TCRs. Binary Classification. Given a T-cell receptor sequence (or CDR3 region) and an epitope sequence, predict whether binding occurs between them. The epitope is KLNVGDYFV. The TCR CDR3 sequence is CASSLTGFEQYF. Result: 1 (the TCR binds to the epitope).